From a dataset of Forward reaction prediction with 1.9M reactions from USPTO patents (1976-2016). Predict the product of the given reaction. (1) Given the reactants [O:1]1[C:5]2([CH2:10][CH2:9][NH:8][CH2:7][CH2:6]2)[O:4][CH2:3][CH2:2]1.[CH3:11][O:12][C:13](=[O:22])[C:14]1[CH:19]=[CH:18][C:17]([CH3:20])=[C:16](Br)[CH:15]=1.C(=O)([O-])[O-].[Cs+].[Cs+], predict the reaction product. The product is: [CH3:11][O:12][C:13](=[O:22])[C:14]1[CH:19]=[CH:18][C:17]([CH3:20])=[C:16]([N:8]2[CH2:9][CH2:10][C:5]3([O:4][CH2:3][CH2:2][O:1]3)[CH2:6][CH2:7]2)[CH:15]=1. (2) Given the reactants [F:1][C:2]1[CH:3]=[C:4]([NH2:12])[C:5](=[CH:9][C:10]=1[F:11])[C:6]([OH:8])=[O:7].C(O)(=O)C.C(O[C:20]1(O[Si](C)(C)C)[CH2:22][CH2:21]1)C.C([BH3-])#N.[Na+], predict the reaction product. The product is: [CH:20]1([NH:12][C:4]2[CH:3]=[C:2]([F:1])[C:10]([F:11])=[CH:9][C:5]=2[C:6]([OH:8])=[O:7])[CH2:22][CH2:21]1.